From a dataset of Forward reaction prediction with 1.9M reactions from USPTO patents (1976-2016). Predict the product of the given reaction. Given the reactants [CH2:1]([N:8]1[CH2:12][CH2:11][C@H:10](CN)[CH2:9]1)[C:2]1[CH:7]=[CH:6][CH:5]=[CH:4][CH:3]=1.[CH2:15]([N:17](CC)CC)C.[C:22](Cl)(=[O:29])[C:23]1[CH:28]=[CH:27][CH:26]=[CH:25][CH:24]=1, predict the reaction product. The product is: [CH2:1]([N:8]1[CH2:12][CH2:11][C@@H:10]([N:17]([CH3:15])[C:22](=[O:29])[C:23]2[CH:28]=[CH:27][CH:26]=[CH:25][CH:24]=2)[CH2:9]1)[C:2]1[CH:3]=[CH:4][CH:5]=[CH:6][CH:7]=1.